Dataset: Full USPTO retrosynthesis dataset with 1.9M reactions from patents (1976-2016). Task: Predict the reactants needed to synthesize the given product. (1) Given the product [C:16]1([C:6]([C:8]([CH:10]2[CH2:15][CH2:14][CH2:13][CH2:12][CH2:11]2)=[O:9])([CH3:7])[CH2:5][CH:4]=[O:3])[CH:21]=[CH:20][CH:19]=[CH:18][CH:17]=1, predict the reactants needed to synthesize it. The reactants are: C([O:3][CH:4](OCC)[CH2:5][C:6]([C:16]1[CH:21]=[CH:20][CH:19]=[CH:18][CH:17]=1)([C:8]([CH:10]1[CH2:15][CH2:14][CH2:13][CH2:12][CH2:11]1)=[O:9])[CH3:7])C.Cl. (2) Given the product [Cl:1][C:2]1[CH:7]=[C:6]([C:8]2[CH2:12][C:11]([C:17]3[CH:18]=[C:19]([Cl:24])[CH:20]=[C:21]([Cl:23])[CH:22]=3)([C:13]([F:16])([F:15])[F:14])[O:10][N:9]=2)[CH:5]=[CH:4][C:3]=1[CH:25]([NH2:27])[CH3:26], predict the reactants needed to synthesize it. The reactants are: [Cl:1][C:2]1[CH:7]=[C:6]([C:8]2[CH2:12][C:11]([C:17]3[CH:22]=[C:21]([Cl:23])[CH:20]=[C:19]([Cl:24])[CH:18]=3)([C:13]([F:16])([F:15])[F:14])[O:10][N:9]=2)[CH:5]=[CH:4][C:3]=1[CH:25]([N:27]1C(=O)C2=CC=CC=C2C1=O)[CH3:26].C(Cl)(Cl)Cl. (3) Given the product [F:19][C:20]1[C:25]([F:26])=[CH:24][CH:23]=[CH:22][C:21]=1[C:27]1[N:35]=[C:30]2[CH:31]=[N:32][N:33]([CH2:11][C:10]3[CH:17]=[CH:18][C:7]([C:5]4[CH:6]=[N:1][CH:2]=[N:3][CH:4]=4)=[CH:8][CH:9]=3)[CH:34]=[C:29]2[N:28]=1, predict the reactants needed to synthesize it. The reactants are: [N:1]1[CH:6]=[C:5]([C:7]2[CH:18]=[CH:17][C:10]([CH2:11]OS(C)(=O)=O)=[CH:9][CH:8]=2)[CH:4]=[N:3][CH:2]=1.[F:19][C:20]1[C:25]([F:26])=[CH:24][CH:23]=[CH:22][C:21]=1[C:27]1[N:35]=[C:30]2[CH:31]=[N:32][NH:33][CH:34]=[C:29]2[N:28]=1. (4) Given the product [Br:11][CH2:9][C:8](=[O:10])[CH:2]([CH3:1])[C:3]([O:5][CH2:6][CH3:7])=[O:4], predict the reactants needed to synthesize it. The reactants are: [CH3:1][CH:2]([C:8](=[O:10])[CH3:9])[C:3]([O:5][CH2:6][CH3:7])=[O:4].[Br:11]Br. (5) Given the product [CH3:1][Si:2]([CH3:19])([CH3:18])[CH2:3][CH2:4][O:5][CH2:6][N:7]1[C:15]2[CH:14]=[C:13]([C:16]3[N:34]=[CH:30][NH:31][CH:32]=3)[N:12]=[CH:11][C:10]=2[N:9]=[N:8]1, predict the reactants needed to synthesize it. The reactants are: [CH3:1][Si:2]([CH3:19])([CH3:18])[CH2:3][CH2:4][O:5][CH2:6][N:7]1[C:15]2[CH:14]=[C:13]([CH:16]=O)[N:12]=[CH:11][C:10]=2[N:9]=[N:8]1.CC1C=CC(S([CH2:30][N+:31]#[C-:32])(=O)=O)=CC=1.[C-]#[N:34].[K+].